This data is from Full USPTO retrosynthesis dataset with 1.9M reactions from patents (1976-2016). The task is: Predict the reactants needed to synthesize the given product. The reactants are: [OH:1][CH2:2][CH:3]([N:8]1[C:12]2[CH:13]=[CH:14][CH:15]=[CH:16][C:11]=2[S:10][C:9]1=[N:17][C:18](=[O:29])[C:19]1[CH:24]=[CH:23][CH:22]=[C:21]([C:25]([F:28])([F:27])[F:26])[CH:20]=1)[C:4]([O:6]C)=[O:5].[OH-].[Na+]. Given the product [OH:1][CH2:2][CH:3]([N:8]1[C:12]2[CH:13]=[CH:14][CH:15]=[CH:16][C:11]=2[S:10][C:9]1=[N:17][C:18](=[O:29])[C:19]1[CH:24]=[CH:23][CH:22]=[C:21]([C:25]([F:28])([F:26])[F:27])[CH:20]=1)[C:4]([OH:6])=[O:5], predict the reactants needed to synthesize it.